This data is from NCI-60 drug combinations with 297,098 pairs across 59 cell lines. The task is: Regression. Given two drug SMILES strings and cell line genomic features, predict the synergy score measuring deviation from expected non-interaction effect. (1) Drug 1: C1CCC(C1)C(CC#N)N2C=C(C=N2)C3=C4C=CNC4=NC=N3. Drug 2: CC12CCC3C(C1CCC2=O)CC(=C)C4=CC(=O)C=CC34C. Cell line: MDA-MB-435. Synergy scores: CSS=14.5, Synergy_ZIP=2.57, Synergy_Bliss=4.03, Synergy_Loewe=-17.6, Synergy_HSA=-0.563. (2) Drug 1: CC(CN1CC(=O)NC(=O)C1)N2CC(=O)NC(=O)C2. Drug 2: C1=CC=C(C(=C1)C(C2=CC=C(C=C2)Cl)C(Cl)Cl)Cl. Cell line: MALME-3M. Synergy scores: CSS=14.6, Synergy_ZIP=-3.12, Synergy_Bliss=2.36, Synergy_Loewe=1.97, Synergy_HSA=1.80. (3) Drug 1: CC1=CC=C(C=C1)C2=CC(=NN2C3=CC=C(C=C3)S(=O)(=O)N)C(F)(F)F. Drug 2: CC1=C(C(=O)C2=C(C1=O)N3CC4C(C3(C2COC(=O)N)OC)N4)N. Cell line: SF-539. Synergy scores: CSS=44.6, Synergy_ZIP=2.18, Synergy_Bliss=0.387, Synergy_Loewe=-37.7, Synergy_HSA=-1.22. (4) Drug 1: C1=CC(=CC=C1CCC2=CNC3=C2C(=O)NC(=N3)N)C(=O)NC(CCC(=O)O)C(=O)O. Drug 2: C1CNP(=O)(OC1)N(CCCl)CCCl. Cell line: HCT-15. Synergy scores: CSS=46.4, Synergy_ZIP=3.28, Synergy_Bliss=4.08, Synergy_Loewe=-35.8, Synergy_HSA=3.48. (5) Drug 1: C1CCC(C1)C(CC#N)N2C=C(C=N2)C3=C4C=CNC4=NC=N3. Drug 2: C1=CC(=CC=C1CC(C(=O)O)N)N(CCCl)CCCl.Cl. Cell line: SF-295. Synergy scores: CSS=8.07, Synergy_ZIP=-5.22, Synergy_Bliss=-4.00, Synergy_Loewe=-6.03, Synergy_HSA=-3.58. (6) Drug 1: C1=CC(=CC=C1CCC2=CNC3=C2C(=O)NC(=N3)N)C(=O)NC(CCC(=O)O)C(=O)O. Drug 2: C1CNP(=O)(OC1)N(CCCl)CCCl. Cell line: A498. Synergy scores: CSS=24.6, Synergy_ZIP=2.45, Synergy_Bliss=3.31, Synergy_Loewe=-13.8, Synergy_HSA=1.10. (7) Drug 1: C1=CC(=CC=C1CCCC(=O)O)N(CCCl)CCCl. Drug 2: CC12CCC3C(C1CCC2OP(=O)(O)O)CCC4=C3C=CC(=C4)OC(=O)N(CCCl)CCCl.[Na+]. Cell line: NCI-H322M. Synergy scores: CSS=-1.07, Synergy_ZIP=0.0483, Synergy_Bliss=-2.00, Synergy_Loewe=-8.18, Synergy_HSA=-5.24.